This data is from Catalyst prediction with 721,799 reactions and 888 catalyst types from USPTO. The task is: Predict which catalyst facilitates the given reaction. (1) Reactant: C([SiH2][O:6][C:7](C1C=CC=CC=1)(C1C=CC=CC=1)[C:8]1[S:16][C:15]2[C:14](=[O:17])[N:13]([C:18]3[CH:23]=[CH:22][C:21]([N:24]4[CH2:28][CH2:27][CH:26]([N:29]([CH3:31])[CH3:30])[CH2:25]4)=[CH:20][CH:19]=3)[CH:12]=[N:11][C:10]=2[CH:9]=1)(C)(C)C.CCCC[N+](CCCC)(CCCC)CCCC.[F-]. Product: [CH3:30][N:29]([CH3:31])[CH:26]1[CH2:27][CH2:28][N:24]([C:21]2[CH:20]=[CH:19][C:18]([N:13]3[C:14](=[O:17])[C:15]4[S:16][C:8]([CH2:7][OH:6])=[CH:9][C:10]=4[N:11]=[CH:12]3)=[CH:23][CH:22]=2)[CH2:25]1. The catalyst class is: 1. (2) Reactant: [C:1]([N:4]1[CH2:9][CH2:8][N:7]([C:10]2[C:15]([C:16]#[N:17])=[C:14](F)[C:13]([N+:19]([O-:21])=[O:20])=[CH:12][CH:11]=2)[CH2:6][CH2:5]1)(=[O:3])[CH3:2].[C:22](=O)([O-])[O-:23].[Cs+].[Cs+]. Product: [C:1]([N:4]1[CH2:9][CH2:8][N:7]([C:10]2[C:15]([C:16]#[N:17])=[C:14]([O:23][CH3:22])[C:13]([N+:19]([O-:21])=[O:20])=[CH:12][CH:11]=2)[CH2:6][CH2:5]1)(=[O:3])[CH3:2]. The catalyst class is: 24. (3) Reactant: [C:1]([O:4][CH2:5][C@@H:6]1[C@@H:13]2[C@@H:9]([O:10][C:11]([CH3:15])([CH3:14])[O:12]2)[C@H:8]([N:16]2[CH:24]=[N:23][C:22]3[C:17]2=[N:18][CH:19]=[N:20][C:21]=3Br)[O:7]1)(=[O:3])[CH3:2].C([Sn](CCCC)(CCCC)[C:31]1[O:32][CH:33]=[CH:34][CH:35]=1)CCC. Product: [C:1]([O:4][CH2:5][C@@H:6]1[C@@H:13]2[C@@H:9]([O:10][C:11]([CH3:15])([CH3:14])[O:12]2)[C@H:8]([N:16]2[CH:24]=[N:23][C:22]3[C:17]2=[N:18][CH:19]=[N:20][C:21]=3[C:31]2[O:32][CH:33]=[CH:34][CH:35]=2)[O:7]1)(=[O:3])[CH3:2]. The catalyst class is: 233. (4) Reactant: Br[C:2]1[CH:3]=[C:4]2[C:9](=[CH:10][CH:11]=1)[N:8]=[CH:7][NH:6][C:5]2=[O:12].Cl.[N:14]12[CH2:22][CH2:21][CH:18]([CH2:19][CH2:20]1)[NH:17][CH2:16][CH2:15]2.C(N(CC)CC)C.CC(C)([O-])C.[K+].C1(P(C2CCCCC2)C2C=CC=CC=2C2C(C(C)C)=CC(C(C)C)=CC=2C(C)C)CCCCC1. The catalyst class is: 7. Product: [N:14]12[CH2:22][CH2:21][CH:18]([CH2:19][CH2:20]1)[N:17]([C:2]1[CH:3]=[C:4]3[C:9](=[CH:10][CH:11]=1)[N:8]=[CH:7][NH:6][C:5]3=[O:12])[CH2:16][CH2:15]2. (5) Reactant: [CH:1]1([CH2:7][O:8][C:9]2[C:10]([NH2:15])=[N:11][CH:12]=[CH:13][CH:14]=2)[CH2:6][CH2:5][CH2:4][CH2:3][CH2:2]1.[Br:16]N1C(=O)CCC1=O.O.C(OCC)(=O)C. Product: [Br:16][C:13]1[CH:14]=[C:9]([O:8][CH2:7][CH:1]2[CH2:2][CH2:3][CH2:4][CH2:5][CH2:6]2)[C:10]([NH2:15])=[N:11][CH:12]=1. The catalyst class is: 15. (6) Reactant: [F:1][C:2]([F:21])([F:20])[S:3](N(C1C=CC=CC=1)[S:3]([C:2]([F:21])([F:20])[F:1])(=[O:5])=[O:4])(=[O:5])=[O:4].[OH:22][C:23]1[C:24]2[CH2:44][CH2:43][N:42]([C:45]([O:47][C:48]([CH3:51])([CH3:50])[CH3:49])=[O:46])[CH2:41][C:25]=2[N:26]=[C:27]([NH:29][C:30]2[CH:35]=[CH:34][C:33]([C:36]3[O:40][CH:39]=[N:38][CH:37]=3)=[CH:32][CH:31]=2)[N:28]=1.N12CCCN=C1CCCCC2. Product: [O:40]1[C:36]([C:33]2[CH:32]=[CH:31][C:30]([NH:29][C:27]3[N:28]=[C:23]([O:22][S:3]([C:2]([F:21])([F:20])[F:1])(=[O:5])=[O:4])[C:24]4[CH2:44][CH2:43][N:42]([C:45]([O:47][C:48]([CH3:51])([CH3:50])[CH3:49])=[O:46])[CH2:41][C:25]=4[N:26]=3)=[CH:35][CH:34]=2)=[CH:37][N:38]=[CH:39]1. The catalyst class is: 172. (7) Reactant: [CH3:1][C:2]1[CH:3]=[N:4][CH:5]=[CH:6][C:7]=1[C:8]#[C:9][Si](C)(C)C.C(=O)([O-])[O-].[K+].[K+].CCOCC. Product: [C:8]([C:7]1[CH:6]=[CH:5][N:4]=[CH:3][C:2]=1[CH3:1])#[CH:9]. The catalyst class is: 5. (8) Reactant: [Br:1][C:2]1[CH:3]=[C:4]([C:8]2([NH:11]C(=O)OC(C)(C)C)[CH2:10][CH2:9]2)[CH:5]=[CH:6][CH:7]=1.Cl[S:20]([OH:23])(=[O:22])=[O:21]. Product: [NH2:11][C:8]1([C:4]2[CH:3]=[C:2]([Br:1])[CH:7]=[CH:6][C:5]=2[S:20]([OH:23])(=[O:22])=[O:21])[CH2:10][CH2:9]1. The catalyst class is: 22.